This data is from Reaction yield outcomes from USPTO patents with 853,638 reactions. The task is: Predict the reaction yield, written as a fraction of the theoretical maximum amount of product (1.0 means a 100% yield; for example, 0.34 means a 34% yield). (1) The reactants are FC(F)(F)S(O[C:7]1[CH:16]=[C:15]2[C:10]([CH:11]=[CH:12][C:13](=[O:24])[N:14]2[C:17]2[CH:22]=[CH:21][CH:20]=[CH:19][C:18]=2[Cl:23])=[C:9]([C:25]2[CH:30]=[CH:29][CH:28]=[CH:27][C:26]=2[Cl:31])[CH:8]=1)(=O)=O.[NH2:34][CH:35]([CH2:38][OH:39])[CH2:36][OH:37].C1C=CC(P(C2C(C3C(P(C4C=CC=CC=4)C4C=CC=CC=4)=CC=C4C=3C=CC=C4)=C3C(C=CC=C3)=CC=2)C2C=CC=CC=2)=CC=1.C(=O)([O-])[O-].[Cs+].[Cs+]. The catalyst is O1CCOCC1.C([O-])(=O)C.[Pd+2].C([O-])(=O)C.C(Cl)(Cl)Cl.O. The product is [Cl:23][C:18]1[CH:19]=[CH:20][CH:21]=[CH:22][C:17]=1[N:14]1[C:15]2[C:10](=[C:9]([C:25]3[CH:30]=[CH:29][CH:28]=[CH:27][C:26]=3[Cl:31])[CH:8]=[C:7]([NH:34][CH:35]([CH2:38][OH:39])[CH2:36][OH:37])[CH:16]=2)[CH:11]=[CH:12][C:13]1=[O:24]. The yield is 0.160. (2) The reactants are [CH:1]([C:4]1[CH:5]=[CH:6][C:7]([O:22][CH3:23])=[C:8]([C:10]2[CH:15]=[CH:14][C:13]([C:16]([F:19])([F:18])[F:17])=[CH:12][C:11]=2[CH2:20][NH2:21])[CH:9]=1)([CH3:3])[CH3:2].[F:24][C:25]([F:39])([F:38])[C:26]1[CH:27]=[C:28]([CH:31]=[C:32]([C:34]([F:37])([F:36])[F:35])[CH:33]=1)[CH2:29]Br.C[Si]([N-][Si](C)(C)C)(C)C.[K+].O. The catalyst is C1COCC1.C1(C)C=CC=CC=1. The product is [F:24][C:25]([F:38])([F:39])[C:26]1[CH:27]=[C:28]([CH:31]=[C:32]([C:34]([F:37])([F:35])[F:36])[CH:33]=1)[CH2:29][NH:21][CH2:20][C:11]1[CH:12]=[C:13]([C:16]([F:17])([F:18])[F:19])[CH:14]=[CH:15][C:10]=1[C:8]1[CH:9]=[C:4]([CH:1]([CH3:3])[CH3:2])[CH:5]=[CH:6][C:7]=1[O:22][CH3:23]. The yield is 0.250. (3) The reactants are [NH2:1][C:2]1[N:7]=[CH:6][N:5]=[C:4]2[N:8]([C@@H:12]3[CH2:17][CH2:16][CH2:15][N:14]([C:18]([O:20][C:21]([CH3:24])([CH3:23])[CH3:22])=[O:19])[CH2:13]3)[N:9]=[C:10](I)[C:3]=12.[F:25][C:26]1[CH:31]=[C:30]([O:32][C:33]2[CH:38]=[CH:37][CH:36]=[CH:35][CH:34]=2)[CH:29]=[CH:28][C:27]=1B(O)O.C(=O)([O-])[O-].[Na+].[Na+].COCCOC. The catalyst is C1C=CC([P]([Pd]([P](C2C=CC=CC=2)(C2C=CC=CC=2)C2C=CC=CC=2)([P](C2C=CC=CC=2)(C2C=CC=CC=2)C2C=CC=CC=2)[P](C2C=CC=CC=2)(C2C=CC=CC=2)C2C=CC=CC=2)(C2C=CC=CC=2)C2C=CC=CC=2)=CC=1.O. The product is [NH2:1][C:2]1[N:7]=[CH:6][N:5]=[C:4]2[N:8]([C@@H:12]3[CH2:17][CH2:16][CH2:15][N:14]([C:18]([O:20][C:21]([CH3:24])([CH3:23])[CH3:22])=[O:19])[CH2:13]3)[N:9]=[C:10]([C:27]3[CH:28]=[CH:29][C:30]([O:32][C:33]4[CH:38]=[CH:37][CH:36]=[CH:35][CH:34]=4)=[CH:31][C:26]=3[F:25])[C:3]=12. The yield is 0.700.